Dataset: Full USPTO retrosynthesis dataset with 1.9M reactions from patents (1976-2016). Task: Predict the reactants needed to synthesize the given product. (1) Given the product [CH3:14][C:15]1[O:19][C:18]([C:20]2[CH:21]=[CH:22][C:23]([CH3:26])=[CH:24][CH:25]=2)=[N:17][C:16]=1[CH2:27][C:28]1[CH:29]=[C:30]([CH:33]=[CH:34][CH:35]=1)[CH2:31][CH:4]([C:5]([O:7][CH2:8][CH3:9])=[O:6])[C:3]([O:11][CH2:12][CH3:13])=[O:10], predict the reactants needed to synthesize it. The reactants are: [H-].[Na+].[C:3]([O:11][CH2:12][CH3:13])(=[O:10])[CH2:4][C:5]([O:7][CH2:8][CH3:9])=[O:6].[CH3:14][C:15]1[O:19][C:18]([C:20]2[CH:25]=[CH:24][C:23]([CH3:26])=[CH:22][CH:21]=2)=[N:17][C:16]=1[CH2:27][C:28]1[CH:29]=[C:30]([CH:33]=[CH:34][CH:35]=1)[CH2:31]Br. (2) Given the product [F:48][C:49]1[CH:58]=[C:57]2[C:52]([CH2:53][N:54]([CH:60]3[CH2:65][CH2:64][N:63]([C:1]([O:2][C@H:3]([CH2:18][C:19]4[CH:27]=[C:26]([CH3:28])[C:25]5[C:21](=[CH:22][N:23]([CH2:29][O:30][CH2:31][CH2:32][Si:33]([CH3:35])([CH3:34])[CH3:36])[N:24]=5)[CH:20]=4)[C:4](=[O:17])[N:5]4[CH2:10][CH2:9][CH:8]([N:11]5[CH2:16][CH2:15][CH2:14][CH2:13][CH2:12]5)[CH2:7][CH2:6]4)=[O:37])[CH2:62][CH2:61]3)[C:55](=[O:59])[NH:56]2)=[CH:51][CH:50]=1, predict the reactants needed to synthesize it. The reactants are: [C:1](=O)([O:37]C1C=CC([N+]([O-])=O)=CC=1)[O:2][C@H:3]([CH2:18][C:19]1[CH:27]=[C:26]([CH3:28])[C:25]2[C:21](=[CH:22][N:23]([CH2:29][O:30][CH2:31][CH2:32][Si:33]([CH3:36])([CH3:35])[CH3:34])[N:24]=2)[CH:20]=1)[C:4](=[O:17])[N:5]1[CH2:10][CH2:9][CH:8]([N:11]2[CH2:16][CH2:15][CH2:14][CH2:13][CH2:12]2)[CH2:7][CH2:6]1.[F:48][C:49]1[CH:58]=[C:57]2[C:52]([CH2:53][N:54]([CH:60]3[CH2:65][CH2:64][NH:63][CH2:62][CH2:61]3)[C:55](=[O:59])[NH:56]2)=[CH:51][CH:50]=1.C(N(C(C)C)CC)(C)C. (3) Given the product [Cl:21][C:17]1[CH:16]=[C:15]([C:11]2[CH:12]=[C:13]([OH:14])[C:8]([C:6]([NH:5][CH2:4][C:3]([OH:22])=[O:2])=[O:7])=[N:9][CH:10]=2)[CH:20]=[CH:19][CH:18]=1, predict the reactants needed to synthesize it. The reactants are: C[O:2][C:3](=[O:22])[CH2:4][NH:5][C:6]([C:8]1[C:13]([OH:14])=[CH:12][C:11]([C:15]2[CH:20]=[CH:19][CH:18]=[C:17]([Cl:21])[CH:16]=2)=[CH:10][N:9]=1)=[O:7].[OH-].[Na+].Cl. (4) Given the product [C:39]([N:36]1[CH2:37][CH2:38][CH:33]([C:31]([NH:30][C:26]2[CH:25]=[C:24]([O:23][C:21]3[CH:20]=[CH:19][C:16]4[N:17]([CH3:18])[C:13]([NH:12][C:3]5[CH:4]=[C:5]([C:8]([F:9])([F:10])[F:11])[CH:6]=[CH:7][C:2]=5[F:1])=[N:14][C:15]=4[CH:22]=3)[CH:29]=[CH:28][N:27]=2)=[O:32])[CH2:34][CH2:35]1)(=[O:41])[CH3:40], predict the reactants needed to synthesize it. The reactants are: [F:1][C:2]1[CH:7]=[CH:6][C:5]([C:8]([F:11])([F:10])[F:9])=[CH:4][C:3]=1[NH:12][C:13]1[N:17]([CH3:18])[C:16]2[CH:19]=[CH:20][C:21]([O:23][C:24]3[CH:29]=[CH:28][N:27]=[C:26]([NH:30][C:31]([CH:33]4[CH2:38][CH2:37][NH:36][CH2:35][CH2:34]4)=[O:32])[CH:25]=3)=[CH:22][C:15]=2[N:14]=1.[C:39](OC(=O)C)(=[O:41])[CH3:40].